Predict the product of the given reaction. From a dataset of Forward reaction prediction with 1.9M reactions from USPTO patents (1976-2016). Given the reactants CO[C:3]1C=CC=C(OC)[C:8]=1[C:9]1C=CC=CC=1P(C1CCCCC1)C1CCCCC1.[OH:30][CH:31]([CH2:40][CH2:41][CH2:42][N:43]([C:48]1[N:53]=[C:52]2[O:54][C:55]([C:61]3[CH:66]=[CH:65][C:64]([CH3:67])=[CH:63][CH:62]=3)=[C:56]([C:57](=[O:60])[NH:58][CH3:59])[C:51]2=[CH:50][C:49]=1I)[S:44]([CH3:47])(=[O:46])=[O:45])[C:32]([CH3:39])([CH3:38])[C:33]([O:35][CH2:36][CH3:37])=[O:34].B(O)O.C([O-])([O-])=O.[Na+].[Na+], predict the reaction product. The product is: [CH2:36]([O:35][C:33](=[O:34])[C:32]([CH3:38])([CH3:39])[CH:31]([OH:30])[CH2:40][CH2:41][CH2:42][N:43]([C:48]1[N:53]=[C:52]2[O:54][C:55]([C:61]3[CH:66]=[CH:65][C:64]([CH3:67])=[CH:63][CH:62]=3)=[C:56]([C:57](=[O:60])[NH:58][CH3:59])[C:51]2=[CH:50][C:49]=1[CH:9]1[CH2:8][CH2:3]1)[S:44]([CH3:47])(=[O:45])=[O:46])[CH3:37].